Dataset: Full USPTO retrosynthesis dataset with 1.9M reactions from patents (1976-2016). Task: Predict the reactants needed to synthesize the given product. (1) Given the product [C:1]([C:5]1[N:10]=[CH:9][C:8]([C:11]2[N:12]([C:32]([N:41]3[CH2:40][CH2:39][N:38]([CH2:44][C:45]([N:47]4[CH2:48][CH2:49][CH2:50][CH2:51]4)=[O:46])[CH2:43][CH2:42]3)=[O:33])[C@@:13]([C:25]3[CH:26]=[CH:27][C:28]([Cl:31])=[CH:29][CH:30]=3)([CH3:24])[C@@:14]([C:17]3[CH:18]=[CH:19][C:20]([Cl:23])=[CH:21][CH:22]=3)([CH3:16])[N:15]=2)=[C:7]([O:35][CH2:36][CH3:37])[CH:6]=1)([CH3:2])([CH3:3])[CH3:4], predict the reactants needed to synthesize it. The reactants are: [C:1]([C:5]1[N:10]=[CH:9][C:8]([C:11]2[N:12]([C:32](Cl)=[O:33])[C@@:13]([C:25]3[CH:30]=[CH:29][C:28]([Cl:31])=[CH:27][CH:26]=3)([CH3:24])[C@@:14]([C:17]3[CH:22]=[CH:21][C:20]([Cl:23])=[CH:19][CH:18]=3)([CH3:16])[N:15]=2)=[C:7]([O:35][CH2:36][CH3:37])[CH:6]=1)([CH3:4])([CH3:3])[CH3:2].[N:38]1([CH2:44][C:45]([N:47]2[CH2:51][CH2:50][CH2:49][CH2:48]2)=[O:46])[CH2:43][CH2:42][NH:41][CH2:40][CH2:39]1. (2) Given the product [CH3:1][O:2][C:3](=[O:20])[CH2:4][C:5]1[CH:10]=[CH:9][CH:8]=[C:7]([NH:11][C:12]([C:14]2[O:15][C:16]([C:27]3[CH:26]=[CH:25][C:24]([O:23][C:22]([F:21])([F:33])[F:34])=[CH:29][CH:28]=3)=[CH:17][CH:18]=2)=[O:13])[CH:6]=1, predict the reactants needed to synthesize it. The reactants are: [CH3:1][O:2][C:3](=[O:20])[CH2:4][C:5]1[CH:10]=[CH:9][CH:8]=[C:7]([NH:11][C:12]([C:14]2[O:15][C:16](Br)=[CH:17][CH:18]=2)=[O:13])[CH:6]=1.[F:21][C:22]([F:34])([F:33])[O:23][C:24]1[CH:29]=[CH:28][C:27](B(O)O)=[CH:26][CH:25]=1. (3) The reactants are: [NH2:1][C:2]1[CH:7]=[CH:6][NH:5][C:4](=[O:8])[N:3]=1.[CH3:9][C:10]([O:13][C:14](O[C:14]([O:13][C:10]([CH3:12])([CH3:11])[CH3:9])=[O:15])=[O:15])([CH3:12])[CH3:11].O. Given the product [O:8]=[C:4]1[N:3]=[C:2]([NH:1][C:14](=[O:15])[O:13][C:10]([CH3:12])([CH3:11])[CH3:9])[CH:7]=[CH:6][NH:5]1, predict the reactants needed to synthesize it. (4) Given the product [C:17]([O:21][C:22]([N:24]1[CH2:29][CH2:28][CH:27]([CH2:30][N:14]2[CH2:15][CH2:16][N:11]([C:8]3[CH:7]=[CH:6][C:5]([S:2]([CH3:1])(=[O:3])=[O:4])=[CH:10][CH:9]=3)[CH2:12][CH2:13]2)[CH2:26][CH2:25]1)=[O:23])([CH3:20])([CH3:18])[CH3:19], predict the reactants needed to synthesize it. The reactants are: [CH3:1][S:2]([C:5]1[CH:10]=[CH:9][C:8]([N:11]2[CH2:16][CH2:15][NH:14][CH2:13][CH2:12]2)=[CH:7][CH:6]=1)(=[O:4])=[O:3].[C:17]([O:21][C:22]([N:24]1[CH2:29][CH2:28][CH:27]([CH:30]=O)[CH2:26][CH2:25]1)=[O:23])([CH3:20])([CH3:19])[CH3:18].C(O[BH-](OC(=O)C)OC(=O)C)(=O)C.[Na+].CN=C=O. (5) Given the product [Cl:15][C:16]1[C:17]([O:25][CH2:61][C:57]2[CH:58]=[CH:59][CH:60]=[C:55]([C:52]3[CH:53]=[CH:54][C:46]4[O:45][CH2:50][CH2:49][O:48][C:47]=4[CH:51]=3)[C:56]=2[CH3:63])=[CH:18][C:19]([OH:24])=[C:20]([CH:23]=1)[CH:21]=[O:22], predict the reactants needed to synthesize it. The reactants are: N(C(OC(C)C)=O)=NC(OC(C)C)=O.[Cl:15][C:16]1[C:17]([OH:25])=[CH:18][C:19]([OH:24])=[C:20]([CH:23]=1)[CH:21]=[O:22].C1(P(C2C=CC=CC=2)C2C=CC=CC=2)C=CC=CC=1.[O:45]1[CH2:50][CH2:49][O:48][C:47]2[CH:51]=[C:52]([C:55]3[C:56]([CH3:63])=[C:57]([CH2:61]O)[CH:58]=[CH:59][CH:60]=3)[CH:53]=[CH:54][C:46]1=2. (6) Given the product [C:7]([NH:24][C@H:25]([C:31]([OH:33])=[O:32])[CH2:26][CH2:27][CH2:28][CH2:29][NH:30][C:34](=[S:36])[CH3:35])([O:9][CH2:10][CH:11]1[C:12]2[C:17](=[CH:16][CH:15]=[CH:14][CH:13]=2)[C:18]2[C:23]1=[CH:22][CH:21]=[CH:20][CH:19]=2)=[O:8], predict the reactants needed to synthesize it. The reactants are: C([O-])([O-])=O.[Na+].[Na+].[C:7]([NH:24][C@H:25]([C:31]([OH:33])=[O:32])[CH2:26][CH2:27][CH2:28][CH2:29][NH2:30])([O:9][CH2:10][CH:11]1[C:23]2[C:18](=[CH:19][CH:20]=[CH:21][CH:22]=2)[C:17]2[C:12]1=[CH:13][CH:14]=[CH:15][CH:16]=2)=[O:8].[C:34](SCC)(=[S:36])[CH3:35]. (7) The reactants are: [CH3:1][O:2][C:3]([CH:5]1[CH2:10][CH2:9][N:8]([C:11]2[C:16]([NH2:17])=[CH:15][C:14]([Cl:18])=[CH:13][N:12]=2)[CH2:7][CH2:6]1)=[O:4].[Cl:19][C:20]1[CH:21]=[C:22]([CH:26]=[CH:27][CH:28]=1)[C:23](Cl)=[O:24]. Given the product [CH3:1][O:2][C:3]([CH:5]1[CH2:10][CH2:9][N:8]([C:11]2[C:16]([NH:17][C:23](=[O:24])[C:22]3[CH:26]=[CH:27][CH:28]=[C:20]([Cl:19])[CH:21]=3)=[CH:15][C:14]([Cl:18])=[CH:13][N:12]=2)[CH2:7][CH2:6]1)=[O:4], predict the reactants needed to synthesize it. (8) Given the product [F:36][C:17]1[CH:18]=[C:19]([C:22]2[CH:27]=[CH:26][CH:25]=[CH:24][C:23]=2[S:28](=[O:34])(=[O:35])[NH2:29])[CH:20]=[CH:21][C:16]=1[NH:15][C:14]([C:8]1([NH:7][C:6]([NH:60][C:57]2[CH:58]=[CH:59][C:54]([Cl:53])=[CH:55][CH:56]=2)=[O:38])[CH2:9][CH2:10][S:11][CH2:12][CH2:13]1)=[O:37], predict the reactants needed to synthesize it. The reactants are: C(O[C:6](=[O:38])[NH:7][C:8]1([C:14](=[O:37])[NH:15][C:16]2[CH:21]=[CH:20][C:19]([C:22]3[CH:27]=[CH:26][CH:25]=[CH:24][C:23]=3[S:28](=[O:35])(=[O:34])[NH:29]C(C)(C)C)=[CH:18][C:17]=2[F:36])[CH2:13][CH2:12][S:11][CH2:10][CH2:9]1)(C)(C)C.C(O)(C(F)(F)F)=O.C(N(CC)CC)C.[Cl:53][C:54]1[CH:59]=[CH:58][C:57]([N:60]=C=O)=[CH:56][CH:55]=1. (9) Given the product [S:46]1[C:42]2[CH:41]=[CH:40][C:39]([C:25]3[CH:24]=[CH:23][C:15]([C:16]([O:18][C:19]([CH3:21])([CH3:22])[CH3:20])=[O:17])=[C:14]([NH:13][C:12]4[CH:36]=[CH:37][C:9]([F:8])=[CH:10][CH:11]=4)[CH:26]=3)=[CH:47][C:43]=2[CH:44]=[CH:45]1, predict the reactants needed to synthesize it. The reactants are: C1(C)C=CC=CC=1.[F:8][C:9]1[CH:37]=[CH:36][C:12]([NH:13][C:14]2[CH:26]=[C:25](B3OC(C)(C)C(C)(C)O3)[CH:24]=[CH:23][C:15]=2[C:16]([O:18][C:19]([CH3:22])([CH3:21])[CH3:20])=[O:17])=[CH:11][CH:10]=1.Br[C:39]1[CH:40]=[CH:41][C:42]2[S:46][CH:45]=[CH:44][C:43]=2[CH:47]=1.C(=O)([O-])O.[Na+]. (10) Given the product [Cl:1][C:2]1[CH:3]=[C:4]2[C:9](=[CH:10][CH:11]=1)[CH:8]=[C:7]([S:12]([CH2:15][CH2:16][C:17]([N:19]1[CH2:24][CH2:23][CH:22]([NH:25][CH2:33][C:31]3[NH:32][C:28]([CH2:26][CH3:27])=[N:29][C:30]=3[CH3:34])[CH2:21][CH2:20]1)=[O:18])(=[O:14])=[O:13])[CH:6]=[CH:5]2, predict the reactants needed to synthesize it. The reactants are: [Cl:1][C:2]1[CH:3]=[C:4]2[C:9](=[CH:10][CH:11]=1)[CH:8]=[C:7]([S:12]([CH2:15][CH2:16][C:17]([N:19]1[CH2:24][CH2:23][CH:22]([NH2:25])[CH2:21][CH2:20]1)=[O:18])(=[O:14])=[O:13])[CH:6]=[CH:5]2.[CH2:26]([C:28]1[NH:29][C:30]([CH:34]=O)=[C:31]([CH3:33])[N:32]=1)[CH3:27].